Dataset: Reaction yield outcomes from USPTO patents with 853,638 reactions. Task: Predict the reaction yield, written as a fraction of the theoretical maximum amount of product (1.0 means a 100% yield; for example, 0.34 means a 34% yield). (1) The reactants are [CH3:1][N:2]([CH3:22])[S:3]([C:6]1[CH:21]=[CH:20][C:9]([CH2:10][C:11]2[CH:16]=[CH:15][C:14]([N+:17]([O-])=O)=[CH:13][CH:12]=2)=[CH:8][CH:7]=1)(=[O:5])=[O:4]. The catalyst is C(OCC)(=O)C.[Pd]. The product is [CH3:22][N:2]([CH3:1])[S:3]([C:6]1[CH:21]=[CH:20][C:9]([CH2:10][C:11]2[CH:16]=[CH:15][C:14]([NH2:17])=[CH:13][CH:12]=2)=[CH:8][CH:7]=1)(=[O:4])=[O:5]. The yield is 0.990. (2) The reactants are Cl[C:2]1[N:7]=[CH:6][C:5]([S:8]([N:11]2[CH2:16][C:15](=[O:17])[N:14]([C:18]3[CH:22]=[C:21]([C:23]4[CH:28]=[CH:27][CH:26]=[CH:25][CH:24]=4)[S:20][C:19]=3[C:29]([OH:31])=[O:30])[C@H:13]([CH:32]3[CH2:37][CH2:36][CH2:35][CH2:34][CH2:33]3)[CH2:12]2)(=[O:10])=[O:9])=[CH:4][CH:3]=1.[NH:38]1[CH2:42][CH2:41][CH2:40][CH2:39]1.CCN(CC)CC. The catalyst is CN(C=O)C. The product is [CH:32]1([C@@H:13]2[CH2:12][N:11]([S:8]([C:5]3[CH:6]=[N:7][C:2]([N:38]4[CH2:42][CH2:41][CH2:40][CH2:39]4)=[CH:3][CH:4]=3)(=[O:10])=[O:9])[CH2:16][C:15](=[O:17])[N:14]2[C:18]2[CH:22]=[C:21]([C:23]3[CH:28]=[CH:27][CH:26]=[CH:25][CH:24]=3)[S:20][C:19]=2[C:29]([OH:31])=[O:30])[CH2:37][CH2:36][CH2:35][CH2:34][CH2:33]1. The yield is 0.330. (3) The reactants are [Se:1]1[CH:5]=[CH:4][CH:3]=[C:2]1[CH:6]=O.[N:8]([CH2:11][C:12]([O:14][CH3:15])=[O:13])=[N+:9]=[N-:10].C[O-].[Na+].C(OCC)(=O)C. The catalyst is CO. The product is [N:8](/[C:11](=[CH:6]\[C:2]1[Se:1][CH:5]=[CH:4][CH:3]=1)/[C:12]([O:14][CH3:15])=[O:13])=[N+:9]=[N-:10]. The yield is 0.920. (4) The reactants are Br[C:2]1[CH:3]=[C:4]2[C:8](=[CH:9][CH:10]=1)[N:7]([S:11]([C:14]1[CH:19]=[CH:18][C:17]([CH3:20])=[CH:16][CH:15]=1)(=[O:13])=[O:12])[CH:6]=[CH:5]2.[CH2:21]([O:23][C:24]([C:26]1[CH:27]=[C:28](B(O)O)[CH:29]=[CH:30][CH:31]=1)=[O:25])[CH3:22]. No catalyst specified. The product is [CH3:20][C:17]1[CH:18]=[CH:19][C:14]([S:11]([N:7]2[C:8]3[C:4](=[CH:3][C:2]([C:30]4[CH:31]=[C:26]([CH:27]=[CH:28][CH:29]=4)[C:24]([O:23][CH2:21][CH3:22])=[O:25])=[CH:10][CH:9]=3)[CH:5]=[CH:6]2)(=[O:13])=[O:12])=[CH:15][CH:16]=1. The yield is 0.970. (5) The reactants are C(=O)([O-])[O-].[K+].[K+].[F:7][C:8]([F:19])([F:18])[CH2:9]OS(C(F)(F)F)(=O)=O.[Br:20][C:21]1[CH:27]=[CH:26][C:24]([NH2:25])=[CH:23][C:22]=1[CH3:28]. The catalyst is CC#N. The product is [Br:20][C:21]1[CH:27]=[CH:26][C:24]([NH:25][CH2:9][C:8]([F:19])([F:18])[F:7])=[CH:23][C:22]=1[CH3:28]. The yield is 0.910.